Task: Regression. Given a peptide amino acid sequence and an MHC pseudo amino acid sequence, predict their binding affinity value. This is MHC class I binding data.. Dataset: Peptide-MHC class I binding affinity with 185,985 pairs from IEDB/IMGT (1) The peptide sequence is KLIEYSDFA. The MHC is HLA-A68:02 with pseudo-sequence HLA-A68:02. The binding affinity (normalized) is 0.784. (2) The MHC is HLA-B58:01 with pseudo-sequence HLA-B58:01. The peptide sequence is RPSGPGPEL. The binding affinity (normalized) is 0.201.